Predict the product of the given reaction. From a dataset of Forward reaction prediction with 1.9M reactions from USPTO patents (1976-2016). (1) Given the reactants [Cl:1][C:2]1[C:11]2[C:6](=[CH:7][CH:8]=[CH:9][CH:10]=2)[CH:5]=[CH:4][C:3]=1[OH:12].[BrH:13], predict the reaction product. The product is: [Br:13][C:8]1[CH:7]=[C:6]2[C:11](=[CH:10][CH:9]=1)[C:2]([Cl:1])=[C:3]([OH:12])[CH:4]=[CH:5]2. (2) Given the reactants [F:1][C:2]([F:14])([F:13])[C:3]1[CH:4]=[C:5]2[C:9](=[CH:10][CH:11]=1)[C@@H:8]([OH:12])[CH2:7][CH2:6]2.[CH3:15][O:16][C:17](=[O:29])[CH2:18][C@H:19]1[C:23]2[CH:24]=[CH:25][C:26](O)=[CH:27][C:22]=2[O:21][CH2:20]1, predict the reaction product. The product is: [CH3:15][O:16][C:17](=[O:29])[CH2:18][C@H:19]1[C:23]2[CH:24]=[CH:25][C:26]([O:12][C@H:8]3[C:9]4[C:5](=[CH:4][C:3]([C:2]([F:13])([F:14])[F:1])=[CH:11][CH:10]=4)[CH2:6][CH2:7]3)=[CH:27][C:22]=2[O:21][CH2:20]1. (3) Given the reactants [CH3:1][O:2][CH2:3][CH2:4][O:5][C:6]1[CH:11]=[C:10]2[C:12]([NH:16][C:17]3[CH:22]=[C:21]([C:23]#[CH:24])[CH:20]=[CH:19][CH:18]=3)=[N:13][CH:14]=[N:15][C:9]2=[CH:8][C:7]=1[O:25][CH2:26][CH2:27][O:28][CH3:29].C(OCC)=O.[ClH:35], predict the reaction product. The product is: [CH3:1][O:2][CH2:3][CH2:4][O:5][C:6]1[CH:11]=[C:10]2[C:12]([NH:16][C:17]3[CH:18]=[CH:19][CH:20]=[C:21]([C:23]#[CH:24])[CH:22]=3)=[N:13][CH:14]=[N:15][C:9]2=[CH:8][C:7]=1[O:25][CH2:26][CH2:27][O:28][CH3:29].[ClH:35]. (4) Given the reactants [C:1]([O:5][C:6](=[O:23])[NH:7][C@H:8]([C:16]1[NH:17][C:18]([Cl:22])=[C:19](Br)[N:20]=1)[CH2:9][C:10]1[CH:15]=[CH:14][CH:13]=[CH:12][CH:11]=1)([CH3:4])([CH3:3])[CH3:2].C1C(=O)N(Cl)C(=O)C1, predict the reaction product. The product is: [C:1]([O:5][C:6](=[O:23])[NH:7][C@H:8]([C:16]1[NH:20][CH:19]=[C:18]([Cl:22])[N:17]=1)[CH2:9][C:10]1[CH:15]=[CH:14][CH:13]=[CH:12][CH:11]=1)([CH3:4])([CH3:2])[CH3:3]. (5) Given the reactants Cl[C:2]1[N:7]=[CH:6][N:5]=[C:4]([NH2:8])[CH:3]=1.CC(C)([O-])C.[K+].[CH:15]1([CH2:18][OH:19])[CH2:17][CH2:16]1.CS(C)=O, predict the reaction product. The product is: [CH:15]1([CH2:18][O:19][C:2]2[N:7]=[CH:6][N:5]=[C:4]([NH2:8])[CH:3]=2)[CH2:17][CH2:16]1. (6) The product is: [CH:17]1([N:20]2[CH2:25][CH2:24][N:23]([C:2]3[N:3]=[N:4][C:5]([C:8]4[CH:13]=[CH:12][CH:11]=[C:10]([N+:14]([O-:16])=[O:15])[CH:9]=4)=[CH:6][CH:7]=3)[CH2:22][CH2:21]2)[CH2:19][CH2:18]1. Given the reactants Cl[C:2]1[N:3]=[N:4][C:5]([C:8]2[CH:13]=[CH:12][CH:11]=[C:10]([N+:14]([O-:16])=[O:15])[CH:9]=2)=[CH:6][CH:7]=1.[CH:17]1([N:20]2[CH2:25][CH2:24][NH:23][CH2:22][CH2:21]2)[CH2:19][CH2:18]1.[NH4+].[Cl-], predict the reaction product.